Dataset: NCI-60 drug combinations with 297,098 pairs across 59 cell lines. Task: Regression. Given two drug SMILES strings and cell line genomic features, predict the synergy score measuring deviation from expected non-interaction effect. (1) Drug 1: CC1C(C(CC(O1)OC2CC(CC3=C2C(=C4C(=C3O)C(=O)C5=C(C4=O)C(=CC=C5)OC)O)(C(=O)C)O)N)O.Cl. Drug 2: CC1C(C(=O)NC(C(=O)N2CCCC2C(=O)N(CC(=O)N(C(C(=O)O1)C(C)C)C)C)C(C)C)NC(=O)C3=C4C(=C(C=C3)C)OC5=C(C(=O)C(=C(C5=N4)C(=O)NC6C(OC(=O)C(N(C(=O)CN(C(=O)C7CCCN7C(=O)C(NC6=O)C(C)C)C)C)C(C)C)C)N)C. Cell line: 786-0. Synergy scores: CSS=26.2, Synergy_ZIP=-0.173, Synergy_Bliss=-0.742, Synergy_Loewe=-1.97, Synergy_HSA=-1.07. (2) Drug 1: CC(CN1CC(=O)NC(=O)C1)N2CC(=O)NC(=O)C2. Drug 2: C1=CN(C(=O)N=C1N)C2C(C(C(O2)CO)O)O.Cl. Cell line: DU-145. Synergy scores: CSS=35.0, Synergy_ZIP=-10.9, Synergy_Bliss=-2.05, Synergy_Loewe=-31.5, Synergy_HSA=1.57. (3) Drug 1: CN1C(=O)N2C=NC(=C2N=N1)C(=O)N. Drug 2: C1CN1C2=NC(=NC(=N2)N3CC3)N4CC4. Cell line: SW-620. Synergy scores: CSS=24.9, Synergy_ZIP=-9.04, Synergy_Bliss=-4.22, Synergy_Loewe=-15.5, Synergy_HSA=0.334. (4) Drug 1: C1=CC(=CC=C1CCC2=CNC3=C2C(=O)NC(=N3)N)C(=O)NC(CCC(=O)O)C(=O)O. Drug 2: CC1C(C(CC(O1)OC2CC(OC(C2O)C)OC3=CC4=CC5=C(C(=O)C(C(C5)C(C(=O)C(C(C)O)O)OC)OC6CC(C(C(O6)C)O)OC7CC(C(C(O7)C)O)OC8CC(C(C(O8)C)O)(C)O)C(=C4C(=C3C)O)O)O)O. Cell line: K-562. Synergy scores: CSS=42.1, Synergy_ZIP=4.00, Synergy_Bliss=3.18, Synergy_Loewe=-10.3, Synergy_HSA=3.18. (5) Synergy scores: CSS=1.32, Synergy_ZIP=-0.944, Synergy_Bliss=-1.52, Synergy_Loewe=0.155, Synergy_HSA=-1.08. Cell line: SW-620. Drug 2: C1CC(=O)NC(=O)C1N2C(=O)C3=CC=CC=C3C2=O. Drug 1: C1=CC=C(C(=C1)C(C2=CC=C(C=C2)Cl)C(Cl)Cl)Cl.